This data is from Reaction yield outcomes from USPTO patents with 853,638 reactions. The task is: Predict the reaction yield, written as a fraction of the theoretical maximum amount of product (1.0 means a 100% yield; for example, 0.34 means a 34% yield). (1) The catalyst is O1CCCC1.C(OCC)(=O)C. The reactants are C1(P(C2C=CC=CC=2)C2C=CC=CC=2)C=CC=CC=1.N1C=CN=C1.[I:25]I.O[CH2:28][CH2:29][S:30][C:31]1[CH:36]=[CH:35][C:34]([N+:37]([O-:39])=[O:38])=[CH:33][C:32]=1[NH:40][CH:41]1[CH2:46][CH2:45][N:44]([C:47]([O:49][C:50]([CH3:53])([CH3:52])[CH3:51])=[O:48])[CH2:43][CH2:42]1. The yield is 0.990. The product is [I:25][CH2:28][CH2:29][S:30][C:31]1[CH:36]=[CH:35][C:34]([N+:37]([O-:39])=[O:38])=[CH:33][C:32]=1[NH:40][CH:41]1[CH2:46][CH2:45][N:44]([C:47]([O:49][C:50]([CH3:53])([CH3:52])[CH3:51])=[O:48])[CH2:43][CH2:42]1. (2) The reactants are [N+:1]([C:4]1[CH:5]=[CH:6][CH:7]=[C:8]2[C:12]=1[N:11]([CH2:13][C:14]([OH:16])=[O:15])[CH:10]=[CH:9]2)([O-:3])=[O:2].C(Cl)CCl.[Cl:21][C:22]1[CH:23]=[N+:24]([O-:47])[CH:25]=[C:26]([Cl:46])[C:27]=1[CH2:28][C@@H:29]([C:31]1[CH:36]=[CH:35][C:34]([O:37][CH:38]([F:40])[F:39])=[C:33]([O:41][CH2:42][CH:43]2[CH2:45][CH2:44]2)[CH:32]=1)O.Cl. The catalyst is CN(C1C=CN=CC=1)C.C(Cl)Cl. The product is [Cl:21][C:22]1[CH:23]=[N+:24]([O-:47])[CH:25]=[C:26]([Cl:46])[C:27]=1[CH2:28][C@@H:29]([C:31]1[CH:36]=[CH:35][C:34]([O:37][CH:38]([F:40])[F:39])=[C:33]([O:41][CH2:42][CH:43]2[CH2:45][CH2:44]2)[CH:32]=1)[O:15][C:14](=[O:16])[CH2:13][N:11]1[C:12]2[C:8](=[CH:7][CH:6]=[CH:5][C:4]=2[N+:1]([O-:3])=[O:2])[CH:9]=[CH:10]1. The yield is 0.200.